Predict the reaction yield, written as a fraction of the theoretical maximum amount of product (1.0 means a 100% yield; for example, 0.34 means a 34% yield). From a dataset of Reaction yield outcomes from USPTO patents with 853,638 reactions. The reactants are [H-].[Na+].[CH3:3][O:4][C:5]([C:7]1([CH2:22][CH3:23])[CH:11]([OH:12])[C:10](=[O:13])[N:9]([C:14]2[C:19]([CH3:20])=[CH:18][CH:17]=[CH:16][C:15]=2[CH3:21])[CH2:8]1)=[O:6].[CH3:24]I.[NH4+].[Cl-]. The catalyst is C1COCC1. The product is [CH3:3][O:4][C:5]([C:7]1([CH2:22][CH3:23])[CH:11]([O:12][CH3:24])[C:10](=[O:13])[N:9]([C:14]2[C:19]([CH3:20])=[CH:18][CH:17]=[CH:16][C:15]=2[CH3:21])[CH2:8]1)=[O:6]. The yield is 0.460.